Task: Predict the product of the given reaction.. Dataset: Forward reaction prediction with 1.9M reactions from USPTO patents (1976-2016) (1) Given the reactants [CH3:1][C:2]1[CH:7]=[CH:6][N:5]=[C:4](C(O)=O)[CH:3]=1.[NH:11]1[CH2:21][CH2:20][CH2:19][CH2:18][CH:12]1[C:13]([O:15][CH2:16][CH3:17])=[O:14].CN([C:25]([O:29]N1N=NC2C=CC=CC1=2)=[N+](C)C)C.F[P-](F)(F)(F)(F)F.CN1CCOCC1, predict the reaction product. The product is: [CH2:16]([O:15][C:13]([CH:12]1[CH2:18][CH2:19][CH2:20][CH2:21][N:11]1[C:25]([C:7]1[CH:6]=[N:5][CH:4]=[CH:3][C:2]=1[CH3:1])=[O:29])=[O:14])[CH3:17]. (2) Given the reactants [CH3:1][C:2]1[CH:3]=[C:4]([N+:18]([O-:20])=[O:19])[CH:5]=[C:6]([CH3:17])[C:7]=1[O:8][C:9]1[CH:14]=[CH:13][C:12]([O:15]C)=[CH:11][CH:10]=1.C(O)(=O)C.Br, predict the reaction product. The product is: [CH3:1][C:2]1[CH:3]=[C:4]([N+:18]([O-:20])=[O:19])[CH:5]=[C:6]([CH3:17])[C:7]=1[O:8][C:9]1[CH:10]=[CH:11][C:12]([OH:15])=[CH:13][CH:14]=1. (3) Given the reactants [NH2:1][C@H:2]1[CH2:8][CH2:7][CH2:6][CH2:5][NH:4][C:3]1=[O:9].Cl[C:11](OC1C=CC([N+]([O-])=O)=CC=1)=[O:12].C(N(C(C)C)CC)(C)C.[Cl:32][C:33]1[CH:42]=[C:41]2[C:36]([C:37]([N:44]3[CH2:49][CH2:48][NH:47][CH2:46][CH2:45]3)=[CH:38][C:39]([NH2:43])=[N:40]2)=[CH:35][CH:34]=1, predict the reaction product. The product is: [NH2:43][C:39]1[CH:38]=[C:37]([N:44]2[CH2:49][CH2:48][N:47]([C:11]([NH:1][C@H:2]3[CH2:8][CH2:7][CH2:6][CH2:5][NH:4][C:3]3=[O:9])=[O:12])[CH2:46][CH2:45]2)[C:36]2[C:41](=[CH:42][C:33]([Cl:32])=[CH:34][CH:35]=2)[N:40]=1. (4) The product is: [Cl:27][C:15]1[C:22]2[C:6](=[CH:5][CH:4]=[CH:3][C:2]=2[CH3:1])[N:7]=[C:34]([CH3:35])[C:16]=1[C:17]([O:19][CH2:20][CH3:21])=[O:18]. Given the reactants [CH3:1][C:2]1C2C(=O)OC(=O)[NH:7][C:6]=2[CH:5]=[CH:4][CH:3]=1.O=[C:15]([CH3:22])[CH2:16][C:17]([O:19][CH2:20][CH3:21])=[O:18].[OH-].[Na+].O=P(Cl)(Cl)[Cl:27].O1[CH2:35][CH2:34]OCC1, predict the reaction product. (5) Given the reactants [CH3:1][C:2]1[CH:9]=[CH:8][C:5]([C:6]#[N:7])=[CH:4][C:3]=1[C:10]([F:13])([F:12])[F:11].Br[N:15]1C(=O)CCC1=O.CC(N=NC(C#N)(C)C)(C#N)C.Cl.[C:35]([O:39][C:40](=[O:44])[CH2:41][NH:42][CH3:43])([CH3:38])([CH3:37])[CH3:36].C([O-])([O-])=O.[K+].[K+].[OH2:51], predict the reaction product. The product is: [OH:51][N:7]=[C:6]([C:5]1[CH:8]=[CH:9][C:2]([CH2:1][N:42]([CH3:43])[CH2:41][C:40]([O:39][C:35]([CH3:38])([CH3:37])[CH3:36])=[O:44])=[C:3]([C:10]([F:11])([F:12])[F:13])[CH:4]=1)[NH2:15].